Predict the reaction yield, written as a fraction of the theoretical maximum amount of product (1.0 means a 100% yield; for example, 0.34 means a 34% yield). From a dataset of Reaction yield outcomes from USPTO patents with 853,638 reactions. (1) The reactants are C[N+:2]1([O-])[CH2:7][CH2:6][O:5][CH2:4]C1.[F:9][C:10]1C2N=COC=2[C:13]([NH:19][S:20]([C:23]2([CH2:26]C=C)[CH2:25][CH2:24]2)(=[O:22])=[O:21])=[C:12]([NH:29][C:30]2[CH:35]=[CH:34][C:33]([I:36])=[CH:32][C:31]=2[F:37])[C:11]=1[F:38].[OH2:39].[CH2:40]1[CH2:44][O:43]CC1. The catalyst is [Os](=O)(=O)(=O)=O. The product is [F:9][C:10]1[C:7]2[N:2]=[CH:4][O:5][C:6]=2[C:13]([NH:19][S:20]([C:23]2([CH2:26][CH:40]([OH:39])[CH2:44][OH:43])[CH2:25][CH2:24]2)(=[O:21])=[O:22])=[C:12]([NH:29][C:30]2[CH:35]=[CH:34][C:33]([I:36])=[CH:32][C:31]=2[F:37])[C:11]=1[F:38]. The yield is 0.177. (2) The reactants are [CH2:1]([C:5]([C:21]1[CH:26]=[CH:25][C:24]([O:27][CH2:28][CH2:29][CH2:30][C:31]([O:33]CC)=[O:32])=[CH:23][CH:22]=1)=[C:6]([C:14]1[CH:19]=[CH:18][C:17]([OH:20])=[CH:16][CH:15]=1)[C:7]1[CH:12]=[CH:11][C:10]([OH:13])=[CH:9][CH:8]=1)[CH2:2][CH2:3][CH3:4].[OH-].[Na+]. The catalyst is C1COCC1.CCO. The product is [CH2:1]([C:5]([C:21]1[CH:22]=[CH:23][C:24]([O:27][CH2:28][CH2:29][CH2:30][C:31]([OH:33])=[O:32])=[CH:25][CH:26]=1)=[C:6]([C:14]1[CH:19]=[CH:18][C:17]([OH:20])=[CH:16][CH:15]=1)[C:7]1[CH:8]=[CH:9][C:10]([OH:13])=[CH:11][CH:12]=1)[CH2:2][CH2:3][CH3:4]. The yield is 0.720.